Dataset: Reaction yield outcomes from USPTO patents with 853,638 reactions. Task: Predict the reaction yield, written as a fraction of the theoretical maximum amount of product (1.0 means a 100% yield; for example, 0.34 means a 34% yield). (1) The reactants are I[C:2]1[CH:3]=[C:4]([CH:19]=[CH:20][CH:21]=1)[CH2:5][C:6]1[O:10][C:9]([C:11]2[CH:18]=[CH:17][C:14]([C:15]#[N:16])=[CH:13][CH:12]=2)=[N:8][N:7]=1.C1CCN2C(=NCCC2)CC1.[O:33]1[CH2:37]CC[CH2:34]1.C[OH:39]. The catalyst is C([O-])(=O)C.[Pd+2].C([O-])(=O)C. The product is [CH3:34][O:33][C:37](=[O:39])[C:2]1[CH:21]=[CH:20][CH:19]=[C:4]([CH2:5][C:6]2[O:10][C:9]([C:11]3[CH:18]=[CH:17][C:14]([C:15]#[N:16])=[CH:13][CH:12]=3)=[N:8][N:7]=2)[CH:3]=1. The yield is 0.480. (2) The reactants are [CH3:1][O:2][C:3]1[CH:4]=[C:5]2[C:10](=[CH:11][C:12]=1[O:13][CH3:14])[N:9]=[CH:8][N:7]=[C:6]2[O:15][C:16]1[CH:22]=[CH:21][C:19]([NH2:20])=[CH:18][CH:17]=1.Cl[C:24](Cl)([O:26]C(=O)OC(Cl)(Cl)Cl)Cl.[CH3:35][N:36]1[CH2:41][CH2:40][N:39]([CH2:42][CH2:43][CH:44]([OH:48])[CH2:45][CH2:46][CH3:47])[CH2:38][CH2:37]1.C(=O)(O)[O-].[Na+]. The catalyst is C(Cl)Cl.C(N(CC)CC)C.C1(C)C=CC=CC=1. The product is [CH3:1][O:2][C:3]1[CH:4]=[C:5]2[C:10](=[CH:11][C:12]=1[O:13][CH3:14])[N:9]=[CH:8][N:7]=[C:6]2[O:15][C:16]1[CH:22]=[CH:21][C:19]([NH:20][C:24](=[O:26])[O:48][CH:44]([CH2:43][CH2:42][N:39]2[CH2:40][CH2:41][N:36]([CH3:35])[CH2:37][CH2:38]2)[CH2:45][CH2:46][CH3:47])=[CH:18][CH:17]=1. The yield is 0.110. (3) The yield is 0.370. The product is [NH2:19][C:20]1[CH:26]=[C:25]([N:27]2[CH:31]=[C:30]([CH3:32])[N:29]=[CH:28]2)[CH:24]=[CH:23][C:21]=1[NH:22][C:5](=[O:7])[C:4]1[CH:8]=[CH:9][C:10]([CH3:11])=[C:2]([I:1])[CH:3]=1. The catalyst is O=S(Cl)Cl.CN(C1C=CN=CC=1)C.C1COCC1. The reactants are [I:1][C:2]1[CH:3]=[C:4]([CH:8]=[CH:9][C:10]=1[CH3:11])[C:5]([OH:7])=O.C(N(CC)CC)C.[NH2:19][C:20]1[CH:26]=[C:25]([N:27]2[CH:31]=[C:30]([CH3:32])[N:29]=[CH:28]2)[CH:24]=[CH:23][C:21]=1[NH2:22]. (4) The product is [C:17]1([S:23][C:2]2[CH:15]=[CH:14][C:13]3[S:12][C:11]4[C:6](=[CH:7][CH:8]=[CH:9][CH:10]=4)[C:5](=[O:16])[C:4]=3[CH:3]=2)[CH:22]=[CH:21][CH:20]=[CH:19][CH:18]=1. The yield is 0.450. The catalyst is O. The reactants are Cl[C:2]1[CH:15]=[CH:14][C:13]2[S:12][C:11]3[C:6](=[CH:7][CH:8]=[CH:9][CH:10]=3)[C:5](=[O:16])[C:4]=2[CH:3]=1.[C:17]1([SH:23])[CH:22]=[CH:21][CH:20]=[CH:19][CH:18]=1.[OH-].[K+].CN(C)C=O. (5) The reactants are [CH3:1][C:2]1[N:6]([C:7]2[CH:12]=[CH:11][CH:10]=[CH:9][CH:8]=2)[N:5]=[C:4]([C:13]([OH:15])=O)[CH:3]=1.CN(C)C=O.C(Cl)(=O)C(Cl)=O.[NH2:27][C:28]1[CH:29]=[C:30]([S:34][C:35]2[CH:36]=[CH:37][C:38]3[N:39]([CH:41]=[C:42]([NH:44][C:45]([CH:47]4[CH2:49][CH2:48]4)=[O:46])[N:43]=3)[N:40]=2)[CH:31]=[CH:32][CH:33]=1. The catalyst is CN(C)C(=O)C.O1CCCC1. The product is [CH:47]1([C:45]([NH:44][C:42]2[N:43]=[C:38]3[CH:37]=[CH:36][C:35]([S:34][C:30]4[CH:29]=[C:28]([NH:27][C:13]([C:4]5[CH:3]=[C:2]([CH3:1])[N:6]([C:7]6[CH:8]=[CH:9][CH:10]=[CH:11][CH:12]=6)[N:5]=5)=[O:15])[CH:33]=[CH:32][CH:31]=4)=[N:40][N:39]3[CH:41]=2)=[O:46])[CH2:48][CH2:49]1. The yield is 0.490.